This data is from Peptide-MHC class II binding affinity with 134,281 pairs from IEDB. The task is: Regression. Given a peptide amino acid sequence and an MHC pseudo amino acid sequence, predict their binding affinity value. This is MHC class II binding data. (1) The peptide sequence is KWCFEGPEEHEILND. The MHC is DRB1_0404 with pseudo-sequence DRB1_0404. The binding affinity (normalized) is 0. (2) The peptide sequence is NLVELKSTQQKSVLR. The MHC is DRB1_0101 with pseudo-sequence DRB1_0101. The binding affinity (normalized) is 0.540. (3) The binding affinity (normalized) is 0.205. The peptide sequence is AGLTHMMIWHSNLND. The MHC is DRB1_0405 with pseudo-sequence DRB1_0405.